Dataset: Reaction yield outcomes from USPTO patents with 853,638 reactions. Task: Predict the reaction yield, written as a fraction of the theoretical maximum amount of product (1.0 means a 100% yield; for example, 0.34 means a 34% yield). (1) The reactants are C([NH:18][CH2:19][C:20]([OH:22])=[O:21])(OCC1C2C(=CC=CC=2)C2C1=CC=CC=2)=O.[CH3:23][O:24][CH2:25][CH2:26][CH:27]([O:31][C:32]([C:47]1[CH:52]=[CH:51][CH:50]=[CH:49][CH:48]=1)([C:39]1[CH:44]=[CH:43][C:42]([O:45][CH3:46])=[CH:41][CH:40]=1)[C:33]1[CH:38]=[CH:37][CH:36]=[CH:35][CH:34]=1)[C:28]([NH2:30])=[O:29].N1CCCCC1. The catalyst is CN(C)C=O. The product is [NH2:18][CH2:19][C:20]([OH:22])=[O:21].[CH3:23][O:24][CH2:25][CH2:26][CH:27]([O:31][C:32]([C:47]1[CH:48]=[CH:49][CH:50]=[CH:51][CH:52]=1)([C:39]1[CH:40]=[CH:41][C:42]([O:45][CH3:46])=[CH:43][CH:44]=1)[C:33]1[CH:38]=[CH:37][CH:36]=[CH:35][CH:34]=1)[C:28]([NH2:30])=[O:29]. The yield is 0.960. (2) The reactants are [F:1][C:2]([F:13])([F:12])[C:3]1[C:4]([C:9]([OH:11])=[O:10])=[N:5][CH:6]=[CH:7][CH:8]=1. The catalyst is C(O)(=O)C.[Pt](=O)=O. The product is [F:13][C:2]([F:1])([F:12])[CH:3]1[CH2:8][CH2:7][CH2:6][NH:5][CH:4]1[C:9]([OH:11])=[O:10]. The yield is 0.970. (3) The reactants are [Cl:1][C:2]1[CH:7]=[CH:6][C:5]([C:8]([C:11]2[C:12]([CH2:17][OH:18])=[N:13][CH:14]=[CH:15][CH:16]=2)([CH3:10])[CH3:9])=[CH:4][CH:3]=1.CCN(CC)CC.[CH3:26][S:27](Cl)(=[O:29])=[O:28].O. The catalyst is C(Cl)Cl. The product is [Cl:1][C:2]1[CH:3]=[CH:4][C:5]([C:8]([C:11]2[C:12]([CH2:17][O:18][S:27]([CH3:26])(=[O:29])=[O:28])=[N:13][CH:14]=[CH:15][CH:16]=2)([CH3:10])[CH3:9])=[CH:6][CH:7]=1. The yield is 0.990. (4) The catalyst is CO. The product is [Cl:35][C:32]1[CH:33]=[C:34]2[NH:6][C:7](=[O:36])[C:8]3([CH:13]([C:14]4[CH:19]=[CH:18][CH:17]=[C:16]([Cl:20])[CH:15]=4)[CH2:12][C:11](=[O:21])[NH:10][CH:9]3[C:22]3[CH:27]=[CH:26][CH:25]=[CH:24][C:23]=3[Cl:28])[C:29]2=[CH:30][CH:31]=1. The reactants are C(OC([N:6]1[C:34]2[C:29](=[CH:30][CH:31]=[C:32]([Cl:35])[CH:33]=2)[C:8]2([CH:13]([C:14]3[CH:19]=[CH:18][CH:17]=[C:16]([Cl:20])[CH:15]=3)[CH2:12][C:11](=[O:21])[NH:10][CH:9]2[C:22]2[CH:27]=[CH:26][CH:25]=[CH:24][C:23]=2[Cl:28])[C:7]1=[O:36])=O)C.[OH-].[Na+]. The yield is 0.810. (5) The reactants are [Cl:1][C:2]1[CH:7]=[C:6](Cl)[N:5]=[C:4]([CH3:9])[N:3]=1.[CH3:10][S-:11].[Na+]. The catalyst is C1(C)C=CC=CC=1. The product is [Cl:1][C:2]1[CH:7]=[C:6]([S:11][CH3:10])[N:5]=[C:4]([CH3:9])[N:3]=1. The yield is 0.446.